Dataset: Forward reaction prediction with 1.9M reactions from USPTO patents (1976-2016). Task: Predict the product of the given reaction. (1) Given the reactants [C:1]1([CH:7]([C:26]2[CH:31]=[CH:30][CH:29]=[CH:28][CH:27]=2)[CH2:8][CH2:9][N:10]2[CH2:15][CH2:14][N:13]([C:16]3[CH:24]=[C:23]4[C:19]([CH2:20][NH:21][C:22]4=[O:25])=[CH:18][CH:17]=3)[CH2:12][CH2:11]2)[CH:6]=[CH:5][CH:4]=[CH:3][CH:2]=1.[N+:32]([C:35]1[CH:36]=[C:37]([CH:40]=[CH:41][CH:42]=1)[CH2:38]Br)([O-:34])=[O:33], predict the reaction product. The product is: [C:26]1([CH:7]([C:1]2[CH:2]=[CH:3][CH:4]=[CH:5][CH:6]=2)[CH2:8][CH2:9][N:10]2[CH2:11][CH2:12][N:13]([C:16]3[CH:24]=[C:23]4[C:19]([CH2:20][N:21]([CH2:38][C:37]5[CH:40]=[CH:41][CH:42]=[C:35]([N+:32]([O-:34])=[O:33])[CH:36]=5)[C:22]4=[O:25])=[CH:18][CH:17]=3)[CH2:14][CH2:15]2)[CH:31]=[CH:30][CH:29]=[CH:28][CH:27]=1. (2) Given the reactants [OH-].[Li+].[F:3][CH:4]([F:37])[CH:5]([C:7]1[S:11][CH:10]=[C:9]([C:12]2[C:21]3[C:16](=[CH:17][C:18]([C:22]4[CH:27]=[CH:26][C:25]([C:28]([F:31])([F:30])[F:29])=[CH:24][CH:23]=4)=[CH:19][CH:20]=3)[CH:15]=[C:14]([C:32]([O:34]CC)=[O:33])[CH:13]=2)[CH:8]=1)[OH:6], predict the reaction product. The product is: [F:37][CH:4]([F:3])[CH:5]([C:7]1[S:11][CH:10]=[C:9]([C:12]2[C:21]3[C:16](=[CH:17][C:18]([C:22]4[CH:23]=[CH:24][C:25]([C:28]([F:31])([F:29])[F:30])=[CH:26][CH:27]=4)=[CH:19][CH:20]=3)[CH:15]=[C:14]([C:32]([OH:34])=[O:33])[CH:13]=2)[CH:8]=1)[OH:6]. (3) Given the reactants [F:1][C:2]1[CH:3]=[C:4]([S:8][C:9]2[N:13]([C:14]3[C:15]([F:20])=[N:16][CH:17]=[CH:18][CH:19]=3)[N:12]=[C:11]([CH2:21][OH:22])[CH:10]=2)[CH:5]=[CH:6][CH:7]=1, predict the reaction product. The product is: [F:1][C:2]1[CH:3]=[C:4]([S:8][C:9]2[N:13]([C:14]3[C:15]([F:20])=[N:16][CH:17]=[CH:18][CH:19]=3)[N:12]=[C:11]([CH:21]=[O:22])[CH:10]=2)[CH:5]=[CH:6][CH:7]=1. (4) Given the reactants [C:1]([O:5][C:6]([N:8]1[CH2:12][CH2:11][CH2:10][C@@H:9]1[C:13]([OH:15])=O)=[O:7])([CH3:4])([CH3:3])[CH3:2].Cl.[CH:17]1([NH:20][CH3:21])[CH2:19][CH2:18]1.C1C=CC2N(O)N=NC=2C=1.CCN=C=NCCCN(C)C, predict the reaction product. The product is: [C:1]([O:5][C:6]([N:8]1[CH2:12][CH2:11][CH2:10][C@@H:9]1[C:13](=[O:15])[N:20]([CH:17]1[CH2:19][CH2:18]1)[CH3:21])=[O:7])([CH3:2])([CH3:3])[CH3:4]. (5) Given the reactants [NH2:1][C:2]1[CH:11]=[CH:10][C:9]([OH:12])=[C:8]2[C:3]=1[CH:4]=[CH:5][C:6]([CH3:13])=[N:7]2.N([O-])=O.[Na+].[N-:18]=[N+:19]=[N-].[Na+], predict the reaction product. The product is: [N:1]([C:2]1[CH:11]=[CH:10][C:9]([OH:12])=[C:8]2[C:3]=1[CH:4]=[CH:5][C:6]([CH3:13])=[N:7]2)=[N+:18]=[N-:19]. (6) Given the reactants [C:1]1([S:7]([N:10]2[CH2:14][CH:13]([C:15]3[CH:20]=[CH:19][CH:18]=[C:17](Br)[CH:16]=3)[N:12]([C:22]3[CH:27]=[CH:26][CH:25]=[CH:24][CH:23]=3)[C:11]2=[O:28])(=[O:9])=[O:8])[CH:6]=[CH:5][CH:4]=[CH:3][CH:2]=1.[CH3:29][S:30]([NH:33][C:34]1[CH:35]=[C:36](B(O)O)[CH:37]=[CH:38][CH:39]=1)(=[O:32])=[O:31].C(=O)([O-])[O-].[Na+].[Na+], predict the reaction product. The product is: [C:1]1([S:7]([N:10]2[CH2:14][CH:13]([C:15]3[CH:16]=[C:17]([C:38]4[CH:37]=[CH:36][CH:35]=[C:34]([NH:33][S:30]([CH3:29])(=[O:31])=[O:32])[CH:39]=4)[CH:18]=[CH:19][CH:20]=3)[N:12]([C:22]3[CH:27]=[CH:26][CH:25]=[CH:24][CH:23]=3)[C:11]2=[O:28])(=[O:9])=[O:8])[CH:6]=[CH:5][CH:4]=[CH:3][CH:2]=1. (7) Given the reactants ClC1C=CC([C@H]([NH:15][C:16]([C:18]2[CH:27]=[C:26]3[C:21]([CH:22]=[N:23][C:24]([NH:28][C@H:29]4[CH2:34][CH2:33][O:32][C@H:31]([CH2:35][OH:36])[CH2:30]4)=[N:25]3)=[CH:20][CH:19]=2)=[O:17])C2C=NN(C)C=2)=CC=1F.[Si](OC[C@@H]1C[C@H](N)CCO1)(C(C)(C)C)(C)C, predict the reaction product. The product is: [OH:36][CH2:35][C@@H:31]1[CH2:30][C@@H:29]([NH:28][C:24]2[N:23]=[CH:22][C:21]3[C:26](=[CH:27][C:18]([C:16]([NH2:15])=[O:17])=[CH:19][CH:20]=3)[N:25]=2)[CH2:34][CH2:33][O:32]1. (8) Given the reactants [N+:1]([C:4]1[CH:5]=[C:6]2[C:11]3=[C:12]([C:14]4[CH2:20][CH2:19][CH2:18][CH2:17][CH2:16][C:15]=4[N:10]3[CH2:9][CH2:8][CH2:7]2)[CH:13]=1)([O-])=O, predict the reaction product. The product is: [CH:13]1[C:12]2[C:14]3[CH2:20][CH2:19][CH2:18][CH2:17][CH2:16][C:15]=3[N:10]3[C:11]=2[C:6]([CH2:7][CH2:8][CH2:9]3)=[CH:5][C:4]=1[NH2:1]. (9) Given the reactants Cl.[N+:2]([C:5]1[CH:11]=[C:10]([N+:12]([O-])=O)[CH:9]=[C:8]([I:15])[C:6]=1[NH2:7])([O-])=O.[OH-].[Na+].CO.[CH3:20]COC(C)=O, predict the reaction product. The product is: [I:15][C:8]1[C:6]2[N:7]=[CH:20][NH:2][C:5]=2[CH:11]=[C:10]([NH2:12])[CH:9]=1.